Dataset: Full USPTO retrosynthesis dataset with 1.9M reactions from patents (1976-2016). Task: Predict the reactants needed to synthesize the given product. (1) Given the product [C:8]([C:7]1[C:5](=[O:6])[NH:4][C:2](=[O:3])[NH:1][CH:9]=1)#[C:13][CH3:17], predict the reactants needed to synthesize it. The reactants are: [NH:1]1[CH:9]=[C:7]([CH3:8])[C:5](=[O:6])[NH:4][C:2]1=[O:3].N1C(N)=[C:17]2[C:13](N=CN2)=NC=1.N1C=CC(=O)NC1=O.N1C(=O)C2NC=NC=2N=C1N.N1C=CC(N)=NC1=O.NC1N=C2C(NC=N2)=C(N)N=1. (2) Given the product [OH:16][CH:17]1[CH2:22][CH2:21][N:20]([C:23]([NH:15][C:12]2[CH:13]=[CH:14][C:9]([NH:8][C:3]3[CH:2]=[CH:1][C:6]([NH:7][C:37](=[O:38])[C:36]4[CH:35]=[CH:34][C:33]([N:30]5[CH2:31][CH2:32][CH:27]([OH:26])[CH2:28][CH2:29]5)=[CH:41][CH:40]=4)=[CH:5][CH:4]=3)=[CH:10][CH:11]=2)=[O:24])[CH2:19][CH2:18]1, predict the reactants needed to synthesize it. The reactants are: [CH:1]1[C:6]([NH2:7])=[CH:5][CH:4]=[C:3]([NH:8][C:9]2[CH:14]=[CH:13][C:12]([NH2:15])=[CH:11][CH:10]=2)[CH:2]=1.[OH:16][CH:17]1[CH2:22][CH2:21][N:20]([C:23](Cl)=[O:24])[CH2:19][CH2:18]1.[OH:26][CH:27]1[CH2:32][CH2:31][N:30]([C:33]2[CH:41]=[CH:40][C:36]([C:37](O)=[O:38])=[CH:35][CH:34]=2)[CH2:29][CH2:28]1. (3) The reactants are: [Cl:1][C:2]1[CH:3]=[C:4]([CH:30]=[CH:31][CH:32]=1)[O:5][CH2:6][CH2:7][CH2:8][O:9][C:10]1[CH:15]=[CH:14][C:13]([CH:16]2[CH2:21][CH2:20][N:19]([C:22]([O:24][C:25]([CH3:28])([CH3:27])[CH3:26])=[O:23])[CH2:18][CH:17]2[OH:29])=[CH:12][CH:11]=1.Cl[CH2:34][C:35]1[CH:36]=[CH:37][C:38]2[O:43][CH2:42][C:41](=[O:44])[N:40]([CH2:45][CH2:46][CH2:47][O:48][CH3:49])[C:39]=2[CH:50]=1. Given the product [Cl:1][C:2]1[CH:3]=[C:4]([CH:30]=[CH:31][CH:32]=1)[O:5][CH2:6][CH2:7][CH2:8][O:9][C:10]1[CH:11]=[CH:12][C:13]([CH:16]2[CH2:21][CH2:20][N:19]([C:22]([O:24][C:25]([CH3:27])([CH3:28])[CH3:26])=[O:23])[CH2:18][CH:17]2[O:29][CH2:34][C:35]2[CH:36]=[CH:37][C:38]3[O:43][CH2:42][C:41](=[O:44])[N:40]([CH2:45][CH2:46][CH2:47][O:48][CH3:49])[C:39]=3[CH:50]=2)=[CH:14][CH:15]=1, predict the reactants needed to synthesize it.